Dataset: Reaction yield outcomes from USPTO patents with 853,638 reactions. Task: Predict the reaction yield, written as a fraction of the theoretical maximum amount of product (1.0 means a 100% yield; for example, 0.34 means a 34% yield). The reactants are [F:1][C:2]1[CH:3]=[C:4]([CH2:9][C:10]([OH:12])=O)[CH:5]=[CH:6][C:7]=1[CH3:8].C(N1C=CN=C1)(N1C=CN=C1)=O.Cl.[NH2:26][CH2:27][C:28]1[CH:37]=[CH:36][CH:35]=[C:34]2[C:29]=1[C:30](=[O:47])[N:31]([CH:39]1[CH2:44][CH2:43][C:42](=[O:45])[NH:41][C:40]1=[O:46])[C:32]([CH3:38])=[N:33]2. The catalyst is CN(C=O)C. The product is [O:46]=[C:40]1[CH:39]([N:31]2[C:30](=[O:47])[C:29]3[C:34](=[CH:35][CH:36]=[CH:37][C:28]=3[CH2:27][NH:26][C:10](=[O:12])[CH2:9][C:4]3[CH:5]=[CH:6][C:7]([CH3:8])=[C:2]([F:1])[CH:3]=3)[N:33]=[C:32]2[CH3:38])[CH2:44][CH2:43][C:42](=[O:45])[NH:41]1. The yield is 0.740.